Dataset: Catalyst prediction with 721,799 reactions and 888 catalyst types from USPTO. Task: Predict which catalyst facilitates the given reaction. (1) The catalyst class is: 2. Reactant: [CH3:1][C:2]1[C:7]([NH2:8])=[CH:6][CH:5]=[C:4]([CH3:9])[N:3]=1.[C:10](Cl)(Cl)=[S:11].C(N(C(C)C)C(C)C)C. Product: [N:8]([C:7]1[C:2]([CH3:1])=[N:3][C:4]([CH3:9])=[CH:5][CH:6]=1)=[C:10]=[S:11]. (2) The catalyst class is: 3. Product: [Cl:1][C:2]1[CH:3]=[C:4]([C:10]([CH2:40][N+:37]([O-:39])=[O:38])([C:33]([F:35])([F:34])[F:36])[CH2:11][C:12]([C:14]2[CH:15]=[C:16]3[C:20](=[CH:21][CH:22]=2)[C:19]2([CH2:25][N:24]([C:26]([O:28][C:29]([CH3:32])([CH3:30])[CH3:31])=[O:27])[CH2:23]2)[O:18][CH2:17]3)=[O:13])[CH:5]=[C:6]([Cl:9])[C:7]=1[F:8]. Reactant: [Cl:1][C:2]1[CH:3]=[C:4]([C:10]([C:33]([F:36])([F:35])[F:34])=[CH:11][C:12]([C:14]2[CH:15]=[C:16]3[C:20](=[CH:21][CH:22]=2)[C:19]2([CH2:25][N:24]([C:26]([O:28][C:29]([CH3:32])([CH3:31])[CH3:30])=[O:27])[CH2:23]2)[O:18][CH2:17]3)=[O:13])[CH:5]=[C:6]([Cl:9])[C:7]=1[F:8].[N+:37]([CH3:40])([O-:39])=[O:38].C1CCN2C(=NCCC2)CC1.